From a dataset of Catalyst prediction with 721,799 reactions and 888 catalyst types from USPTO. Predict which catalyst facilitates the given reaction. Reactant: [CH3:1][O:2][C:3]1[CH:4]=[C:5]2[C:10](=[CH:11][C:12]=1[O:13][CH3:14])[N:9]=[CH:8][N:7]=[C:6]2[O:15][C:16]1[CH:22]=[CH:21][C:19]([NH2:20])=[C:18]([N+:23]([O-:25])=[O:24])[CH:17]=1.Cl[C:27](Cl)([O:29][C:30](=[O:36])OC(Cl)(Cl)Cl)Cl.[CH2:38](O)[CH2:39][CH2:40][CH2:41][CH2:42]C.C(=O)(O)[O-].[Na+]. Product: [CH3:1][O:2][C:3]1[CH:4]=[C:5]2[C:10](=[CH:11][C:12]=1[O:13][CH3:14])[N:9]=[CH:8][N:7]=[C:6]2[O:15][C:16]1[CH:22]=[CH:21][C:19]([NH:20][C:30](=[O:36])[O:29][CH2:27][CH2:38][CH2:39][CH2:40][CH2:41][CH3:42])=[C:18]([N+:23]([O-:25])=[O:24])[CH:17]=1. The catalyst class is: 208.